This data is from Catalyst prediction with 721,799 reactions and 888 catalyst types from USPTO. The task is: Predict which catalyst facilitates the given reaction. (1) Reactant: [CH3:1][O:2][C:3]1[CH:11]=[CH:10][C:6]([C:7]([OH:9])=O)=[CH:5][CH:4]=1.C(C1NC=CN=1)(C1NC=CN=1)=O.[NH:24]1[C:28]2[CH:29]=[CH:30][CH:31]=[CH:32][C:27]=2[N:26]=[C:25]1[C:33]1[CH:43]=[CH:42][C:36](/[C:37](=[N:40]/[H])/[NH:38]O)=[CH:35][CH:34]=1. Product: [NH:24]1[C:28]2[CH:29]=[CH:30][CH:31]=[CH:32][C:27]=2[N:26]=[C:25]1[C:33]1[CH:43]=[CH:42][C:36]([C:37]2[N:38]=[C:7]([C:6]3[CH:5]=[CH:4][C:3]([O:2][CH3:1])=[CH:11][CH:10]=3)[O:9][N:40]=2)=[CH:35][CH:34]=1. The catalyst class is: 3. (2) Reactant: [CH3:1][O:2][C:3](=[O:32])[C:4]1[CH:9]=[C:8]([CH2:10][N:11]2[CH:15]=[N:14][CH:13]=[N:12]2)[CH:7]=[C:6]([NH:16][S:17]([C:20]2[CH:25]=[CH:24][C:23]([O:26]S(=O)(=O)N)=[C:22]([F:31])[CH:21]=2)(=[O:19])=[O:18])[CH:5]=1.S(Cl)(=O)(=O)N.C1(C)C=CC=CC=1.CCOC(C)=O. Product: [CH3:1][O:2][C:3](=[O:32])[C:4]1[CH:9]=[C:8]([CH2:10][N:11]2[CH:15]=[N:14][CH:13]=[N:12]2)[CH:7]=[C:6]([NH:16][S:17]([C:20]2[CH:25]=[CH:24][C:23]([OH:26])=[C:22]([F:31])[CH:21]=2)(=[O:18])=[O:19])[CH:5]=1. The catalyst class is: 287. (3) Reactant: Cl[C:2]1[CH:7]=[N:6][CH:5]=[C:4]([Cl:8])[N:3]=1.[Br-].[CH3:10][O:11][C:12](=[O:17])[C@@H:13]([CH3:16])[CH2:14][Zn+]. Product: [Cl:8][C:4]1[N:3]=[C:2]([CH2:14][CH:13]([CH3:16])[C:12]([O:11][CH3:10])=[O:17])[CH:7]=[N:6][CH:5]=1. The catalyst class is: 73. (4) Reactant: [Br:1][C:2]1[C:7]([C:8]2[C:13]([F:14])=[CH:12][C:11]([F:15])=[CH:10][C:9]=2[F:16])=[C:6](Br)[N:5]2[N:18]=[CH:19][N:20]=[C:4]2[N:3]=1.Cl.[F:22][C:23]([F:28])([F:27])[C@@H:24]([NH2:26])[CH3:25].C(N(C(C)C)CC)(C)C.O. Product: [Br:1][C:2]1[C:7]([C:8]2[C:13]([F:14])=[CH:12][C:11]([F:15])=[CH:10][C:9]=2[F:16])=[C:6]([NH:26][C@@H:24]([CH3:25])[C:23]([F:28])([F:27])[F:22])[N:5]2[N:18]=[CH:19][N:20]=[C:4]2[N:3]=1. The catalyst class is: 9. (5) Reactant: O[C@H:2]([C:22]1[C:23]([CH3:32])=[C:24]2[C:28](=[CH:29][CH:30]=1)[C:27](=[O:31])[O:26][CH2:25]2)[CH2:3][N:4]1[CH2:21][CH2:20][C:7]2([CH2:11][N:10]([C:12]3[CH:19]=[CH:18][C:15]([C:16]#[N:17])=[CH:14][N:13]=3)[CH2:9][CH2:8]2)[CH2:6][CH2:5]1.[Cl-:33]. Product: [Cl:33][C@@H:2]([C:22]1[C:23]([CH3:32])=[C:24]2[C:28](=[CH:29][CH:30]=1)[C:27](=[O:31])[O:26][CH2:25]2)[CH2:3][N:4]1[CH2:21][CH2:20][C:7]2([CH2:11][N:10]([C:12]3[CH:19]=[CH:18][C:15]([C:16]#[N:17])=[CH:14][N:13]=3)[CH2:9][CH2:8]2)[CH2:6][CH2:5]1. The catalyst class is: 64.